Dataset: Reaction yield outcomes from USPTO patents with 853,638 reactions. Task: Predict the reaction yield, written as a fraction of the theoretical maximum amount of product (1.0 means a 100% yield; for example, 0.34 means a 34% yield). (1) The reactants are [Cl:1][C:2]1[N:3]=[C:4]2[C:9](=[CH:10][CH:11]=1)[N:8]=[CH:7][C:6]([C:12](=[O:14])[CH3:13])=[C:5]2[NH:15][C:16]1[CH:21]=[CH:20][C:19]([CH2:22][N:23]2[CH2:28][CH2:27][N:26]([CH3:29])[CH2:25][CH2:24]2)=[CH:18][CH:17]=1.[Cl:30][C:31]1[CH:36]=[C:35](B2OC(C)(C)C(C)(C)O2)[CH:34]=[C:33]([F:46])[C:32]=1[OH:47].C1(N)C(F)=C(F)C(F)=C(N)C=1F.[ClH:60].Cl. No catalyst specified. The product is [ClH:1].[ClH:30].[ClH:60].[Cl:30][C:31]1[CH:36]=[C:35]([C:2]2[N:3]=[C:4]3[C:9](=[CH:10][CH:11]=2)[N:8]=[CH:7][C:6]([C:12](=[O:14])[CH3:13])=[C:5]3[NH:15][C:16]2[CH:21]=[CH:20][C:19]([CH2:22][N:23]3[CH2:28][CH2:27][N:26]([CH3:29])[CH2:25][CH2:24]3)=[CH:18][CH:17]=2)[CH:34]=[C:33]([F:46])[C:32]=1[OH:47]. The yield is 0.930. (2) The reactants are [CH3:1][N:2]1[CH:6]=[C:5]([C:7]2[CH:12]=[CH:11][C:10]([NH:13][C:14]3[C:18]4[CH2:19][N:20]([C:23](=[O:25])[CH3:24])[CH2:21][CH2:22][C:17]=4[NH:16][N:15]=3)=[CH:9][CH:8]=2)[CH:4]=[N:3]1.CS(O[CH2:31][C@H:32]1[CH2:34][C@@H:33]1[F:35])(=O)=O.C([O-])([O-])=O.[Cs+].[Cs+]. The catalyst is CN(C=O)C.O. The product is [F:35][CH:33]1[CH2:34][CH:32]1[CH2:31][N:16]1[C:17]2[CH2:22][CH2:21][N:20]([C:23](=[O:25])[CH3:24])[CH2:19][C:18]=2[C:14]([NH:13][C:10]2[CH:11]=[CH:12][C:7]([C:5]3[CH:4]=[N:3][N:2]([CH3:1])[CH:6]=3)=[CH:8][CH:9]=2)=[N:15]1. The yield is 0.0600. (3) The catalyst is C1COCC1. The product is [OH:3][CH:4]1[CH2:5][CH2:6][N:7]([C:10]2[CH:11]=[C:12]([C:20]([NH:22][C:23]3[C:24]([CH3:34])=[C:25]([CH:30]=[CH:31][C:32]=3[CH3:33])[C:26]([OH:28])=[O:27])=[O:21])[C:13]3[C:18]([CH:19]=2)=[CH:17][CH:16]=[CH:15][CH:14]=3)[CH2:8][CH2:9]1. The yield is 0.290. The reactants are [OH-].[Na+].[OH:3][CH:4]1[CH2:9][CH2:8][N:7]([C:10]2[CH:11]=[C:12]([C:20]([NH:22][C:23]3[C:24]([CH3:34])=[C:25]([CH:30]=[CH:31][C:32]=3[CH3:33])[C:26]([O:28]C)=[O:27])=[O:21])[C:13]3[C:18]([CH:19]=2)=[CH:17][CH:16]=[CH:15][CH:14]=3)[CH2:6][CH2:5]1.CO. (4) The reactants are Cl.[CH2:2]([O:4][C:5](=[O:8])[CH2:6][NH2:7])[CH3:3].C(N(CC)CC)C.[Cl:16][C:17]1[CH:26]=[C:25]2[C:20]([C:21]([C:43]3[CH:48]=[CH:47][CH:46]=[C:45]([CH:49]=O)[CH:44]=3)=[C:22]([CH2:28][C:29]([NH:31][C:32]3[CH:37]=[CH:36][C:35]([F:38])=[CH:34][C:33]=3[C:39]([F:42])([F:41])[F:40])=[O:30])[C:23](=[O:27])[O:24]2)=[CH:19][C:18]=1[CH3:51]. The catalyst is ClCCl. The product is [Cl:16][C:17]1[CH:26]=[C:25]2[C:20]([C:21]([C:43]3[CH:44]=[C:45]([CH:46]=[CH:47][CH:48]=3)[CH2:49][NH:7][CH2:6][C:5]([O:4][CH2:2][CH3:3])=[O:8])=[C:22]([CH2:28][C:29]([NH:31][C:32]3[CH:37]=[CH:36][C:35]([F:38])=[CH:34][C:33]=3[C:39]([F:41])([F:42])[F:40])=[O:30])[C:23](=[O:27])[O:24]2)=[CH:19][C:18]=1[CH3:51]. The yield is 0.410. (5) The catalyst is C(O)C. The reactants are [CH2:1]([CH:5]([C:9](O)=O)[C:6]([OH:8])=[O:7])[CH2:2][CH2:3][CH3:4].N1CCCCC1.C=O. The yield is 0.970. The product is [CH2:1]([C:5](=[CH2:9])[C:6]([OH:8])=[O:7])[CH2:2][CH2:3][CH3:4]. (6) The reactants are FC(F)(F)C(O)=O.C(OC([N:15]1[C:20]2[CH:21]=[C:22]([Cl:29])[C:23]([O:25][CH:26]([F:28])[F:27])=[CH:24][C:19]=2[O:18][CH:17]([C:30]([N:32]2[CH2:37][CH2:36][C:35]([C:46]#[N:47])([CH2:38][C:39]3[CH:44]=[CH:43][C:42]([F:45])=[CH:41][CH:40]=3)[CH2:34][CH2:33]2)=[O:31])[CH2:16]1)=O)(C)(C)C. The catalyst is C(Cl)Cl. The product is [Cl:29][C:22]1[C:23]([O:25][CH:26]([F:28])[F:27])=[CH:24][C:19]2[O:18][CH:17]([C:30]([N:32]3[CH2:33][CH2:34][C:35]([CH2:38][C:39]4[CH:44]=[CH:43][C:42]([F:45])=[CH:41][CH:40]=4)([C:46]#[N:47])[CH2:36][CH2:37]3)=[O:31])[CH2:16][NH:15][C:20]=2[CH:21]=1. The yield is 0.565.